This data is from Full USPTO retrosynthesis dataset with 1.9M reactions from patents (1976-2016). The task is: Predict the reactants needed to synthesize the given product. (1) Given the product [C:35]1([C:26]2[O:27][C:28]([C:29]3[CH:30]=[CH:31][CH:32]=[CH:33][CH:34]=3)=[C:24]([CH2:23][CH2:22][N:14]3[C:15]4[C:11](=[CH:10][C:9]([C:3]([OH:8])([C:2]([F:1])([F:19])[F:20])[C:4]([F:7])([F:6])[F:5])=[CH:17][CH:16]=4)[CH2:12][CH:13]3[CH3:18])[N:25]=2)[CH:40]=[CH:39][CH:38]=[CH:37][CH:36]=1, predict the reactants needed to synthesize it. The reactants are: [F:1][C:2]([F:20])([F:19])[C:3]([C:9]1[CH:10]=[C:11]2[C:15](=[CH:16][CH:17]=1)[NH:14][CH:13]([CH3:18])[CH2:12]2)([OH:8])[C:4]([F:7])([F:6])[F:5].Br[CH2:22][CH2:23][C:24]1[N:25]=[C:26]([C:35]2[CH:40]=[CH:39][CH:38]=[CH:37][CH:36]=2)[O:27][C:28]=1[C:29]1[CH:34]=[CH:33][CH:32]=[CH:31][CH:30]=1. (2) Given the product [CH3:1][C:2]([NH2:5])([CH3:4])[CH3:3].[CH3:6][O:7][C:8]1[CH:13]=[CH:12][C:11]([C:14]2[N:19]=[C:18]([C:20]([NH:22][S:23]([CH3:26])(=[O:25])=[O:24])=[O:21])[CH:17]=[C:16]([CH3:27])[CH:15]=2)=[C:10]([CH3:28])[C:9]=1[CH:29]1[C:42]2[C:41](=[O:43])[CH2:40][C:39]([CH3:44])([CH3:45])[CH2:38][C:37]=2[O:36][C:35]2[CH2:34][C:33]([CH3:47])([CH3:46])[CH2:32][C:31](=[O:48])[C:30]1=2, predict the reactants needed to synthesize it. The reactants are: [CH3:1][C:2]([NH2:5])([CH3:4])[CH3:3].[CH3:6][O:7][C:8]1[CH:13]=[CH:12][C:11]([C:14]2[N:19]=[C:18]([C:20]([NH:22][S:23]([CH3:26])(=[O:25])=[O:24])=[O:21])[CH:17]=[C:16]([CH3:27])[CH:15]=2)=[C:10]([CH3:28])[C:9]=1[CH:29]1[C:42]2[C:41](=[O:43])[CH2:40][C:39]([CH3:45])([CH3:44])[CH2:38][C:37]=2[O:36][C:35]2[CH2:34][C:33]([CH3:47])([CH3:46])[CH2:32][C:31](=[O:48])[C:30]1=2.C(OCC)C.